Predict the product of the given reaction. From a dataset of Forward reaction prediction with 1.9M reactions from USPTO patents (1976-2016). (1) Given the reactants [CH:1](=O)[CH3:2].[CH2:4]([O:6][C:7]([C:9]1[CH:10]=[N:11][N:12]([C:14]2[N:23]([CH2:24][O:25][CH2:26][CH2:27][Si:28]([CH3:31])([CH3:30])[CH3:29])[C:22](=[O:32])[C:21]3[C:16](=[CH:17][CH:18]=[C:19]([NH2:33])[CH:20]=3)[N:15]=2)[CH:13]=1)=[O:8])[CH3:5].C(O[BH-](OC(=O)C)OC(=O)C)(=O)C.[Na+], predict the reaction product. The product is: [CH2:4]([O:6][C:7]([C:9]1[CH:10]=[N:11][N:12]([C:14]2[N:23]([CH2:24][O:25][CH2:26][CH2:27][Si:28]([CH3:31])([CH3:30])[CH3:29])[C:22](=[O:32])[C:21]3[C:16](=[CH:17][CH:18]=[C:19]([NH:33][CH2:1][CH3:2])[CH:20]=3)[N:15]=2)[CH:13]=1)=[O:8])[CH3:5]. (2) Given the reactants C(OC([NH:8][CH2:9][CH2:10][CH2:11][N:12]1[C:16]2[CH:17]=[CH:18][C:19]([C:21]([OH:23])=O)=[CH:20][C:15]=2[N:14]=[CH:13]1)=O)(C)(C)C.[NH2:24][C:25]1[S:29][N:28]=[C:27]([C:30]2[CH:35]=[CH:34][CH:33]=[CH:32][CH:31]=2)[N:26]=1, predict the reaction product. The product is: [C:30]1([C:27]2[N:26]=[C:25]([NH:24][C:21]([C:19]3[CH:18]=[CH:17][C:16]4[N:12]([CH2:11][CH2:10][CH2:9][NH2:8])[CH:13]=[N:14][C:15]=4[CH:20]=3)=[O:23])[S:29][N:28]=2)[CH:31]=[CH:32][CH:33]=[CH:34][CH:35]=1. (3) Given the reactants C[O:2][C:3](=O)[CH2:4][S:5][CH:6]([C:11]1[CH:16]=[CH:15][C:14]([N+:17]([O-])=O)=[CH:13][CH:12]=1)[CH2:7][N+:8]([O-])=O, predict the reaction product. The product is: [NH2:17][C:14]1[CH:15]=[CH:16][C:11]([CH:6]2[CH2:7][NH:8][C:3](=[O:2])[CH2:4][S:5]2)=[CH:12][CH:13]=1. (4) Given the reactants [Cl:1][C:2]1[CH:7]=[CH:6][C:5]([C:8](=O)[CH2:9][CH2:10][CH2:11][CH2:12][N:13]2[CH2:18][CH2:17][CH:16]([C:19]3[CH:20]=[C:21]([NH:25][C:26](=[O:30])[CH:27]([CH3:29])[CH3:28])[CH:22]=[CH:23][CH:24]=3)[CH2:15][CH2:14]2)=[CH:4][CH:3]=1.Cl.[CH3:33][O:34][C:35]1[CH:40]=[CH:39][C:38]([NH:41]N)=[CH:37][CH:36]=1, predict the reaction product. The product is: [Cl:1][C:2]1[CH:3]=[CH:4][C:5]([C:8]2[NH:41][C:38]3[C:39]([C:9]=2[CH2:10][CH2:11][CH2:12][N:13]2[CH2:18][CH2:17][CH:16]([C:19]4[CH:20]=[C:21]([NH:25][C:26](=[O:30])[CH:27]([CH3:28])[CH3:29])[CH:22]=[CH:23][CH:24]=4)[CH2:15][CH2:14]2)=[CH:40][C:35]([O:34][CH3:33])=[CH:36][CH:37]=3)=[CH:6][CH:7]=1. (5) Given the reactants [F:1][C:2]1([F:18])[C:11]2([CH3:12])[CH:3]1[CH2:4][C:5]1[C:6]([C:13]([O:15][CH2:16][CH3:17])=[O:14])=[N:7][NH:8][C:9]=1[CH2:10]2.[Br:19][C:20]1[CH:21]=[C:22](B(O)O)[CH:23]=[CH:24][CH:25]=1, predict the reaction product. The product is: [Br:19][C:20]1[CH:25]=[C:24]([N:8]2[C:9]3[CH2:10][C:11]4([CH3:12])[C:2]([F:1])([F:18])[CH:3]4[CH2:4][C:5]=3[C:6]([C:13]([O:15][CH2:16][CH3:17])=[O:14])=[N:7]2)[CH:23]=[CH:22][CH:21]=1. (6) Given the reactants Cl[C:2]1[C:11]2[C:6](=[CH:7][N:8]=[C:9]([F:12])[CH:10]=2)[N:5]=[CH:4][C:3]=1[C:13]#[N:14].C(O)C.[OH:18][C:19]1[CH:20]=[C:21]([CH:23]=[CH:24][C:25]=1[CH3:26])[NH2:22].C(=O)(O)[O-].[Na+], predict the reaction product. The product is: [F:12][C:9]1[CH:10]=[C:11]2[C:6](=[CH:7][N:8]=1)[N:5]=[CH:4][C:3]([C:13]#[N:14])=[C:2]2[NH:22][C:21]1[CH:23]=[CH:24][C:25]([CH3:26])=[C:19]([OH:18])[CH:20]=1. (7) Given the reactants [ClH:1].[CH3:2][S:3]([NH:6][CH2:7][CH2:8][CH2:9][CH2:10][NH:11]C(=O)OC(C)(C)C)(=[O:5])=[O:4], predict the reaction product. The product is: [ClH:1].[NH2:11][CH2:10][CH2:9][CH2:8][CH2:7][NH:6][S:3]([CH3:2])(=[O:5])=[O:4].